From a dataset of Peptide-MHC class I binding affinity with 185,985 pairs from IEDB/IMGT. Regression. Given a peptide amino acid sequence and an MHC pseudo amino acid sequence, predict their binding affinity value. This is MHC class I binding data. (1) The peptide sequence is MAMALSIVSL. The MHC is HLA-B08:01 with pseudo-sequence HLA-B08:01. The binding affinity (normalized) is 0.552. (2) The peptide sequence is LKFSLPFPFLYKFLL. The MHC is HLA-B07:02 with pseudo-sequence HLA-B07:02. The binding affinity (normalized) is 0.246. (3) The peptide sequence is LVQYRILPM. The MHC is HLA-A02:06 with pseudo-sequence HLA-A02:06. The binding affinity (normalized) is 0.219. (4) The peptide sequence is FPYSTFPII. The MHC is HLA-B44:03 with pseudo-sequence HLA-B44:03. The binding affinity (normalized) is 0.